Regression. Given a peptide amino acid sequence and an MHC pseudo amino acid sequence, predict their binding affinity value. This is MHC class I binding data. From a dataset of Peptide-MHC class I binding affinity with 185,985 pairs from IEDB/IMGT. The binding affinity (normalized) is 0.179. The MHC is Mamu-A20102 with pseudo-sequence Mamu-A20102. The peptide sequence is TYLQYGWSY.